This data is from Peptide-MHC class I binding affinity with 185,985 pairs from IEDB/IMGT. The task is: Regression. Given a peptide amino acid sequence and an MHC pseudo amino acid sequence, predict their binding affinity value. This is MHC class I binding data. (1) The peptide sequence is KRKLMYVSA. The MHC is HLA-A24:03 with pseudo-sequence HLA-A24:03. The binding affinity (normalized) is 0.0847. (2) The peptide sequence is SLGQHIYET. The MHC is HLA-A02:19 with pseudo-sequence HLA-A02:19. The binding affinity (normalized) is 0.590.